From a dataset of Reaction yield outcomes from USPTO patents with 853,638 reactions. Predict the reaction yield, written as a fraction of the theoretical maximum amount of product (1.0 means a 100% yield; for example, 0.34 means a 34% yield). (1) The reactants are [C:1]([C:3]1[CH:8]=[CH:7][CH:6]=[CH:5][N:4]=1)#[N:2].[Na].[Cl:10][C:11]1[CH:12]=[C:13]([CH:18]=[CH:19][CH:20]=1)[C:14]([NH:16][NH2:17])=O. The catalyst is CO. The product is [N:4]1[CH:5]=[CH:6][CH:7]=[CH:8][C:3]=1[C:1]1[N:2]=[C:14]([C:13]2[CH:18]=[CH:19][CH:20]=[C:11]([Cl:10])[CH:12]=2)[NH:16][N:17]=1. The yield is 0.110. (2) The reactants are C([Li])(C)(C)C.I[CH2:7][C:8]12[CH2:25][N:24]([S:26]([C:29]3[CH:34]=[CH:33][C:32]([CH3:35])=[CH:31][CH:30]=3)(=[O:28])=[O:27])[CH2:23][C:9]1([CH2:36]I)[CH2:10][N:11]([S:13]([C:16]1[CH:21]=[CH:20][C:19]([CH3:22])=[CH:18][CH:17]=1)(=[O:15])=[O:14])[CH2:12]2.CCCCC. The product is [CH3:22][C:19]1[CH:20]=[CH:21][C:16]([S:13]([N:11]2[CH2:10][C:9]34[CH2:36][CH2:7][C:8]3([CH2:25][N:24]([S:26]([C:29]3[CH:30]=[CH:31][C:32]([CH3:35])=[CH:33][CH:34]=3)(=[O:28])=[O:27])[CH2:23]4)[CH2:12]2)(=[O:15])=[O:14])=[CH:17][CH:18]=1. The catalyst is C1COCC1. The yield is 0.970. (3) The reactants are [F:1][C:2]([F:34])([F:33])[CH:3]([C:24]1[CH:29]=[C:28]([Cl:30])[C:27]([Cl:31])=[C:26]([Cl:32])[CH:25]=1)/[CH:4]=[CH:5]/[C:6]1[CH:11]=[CH:10][C:9]([NH:12][N:13]2C(=O)C3C(=CC=CC=3)C2=O)=[CH:8][CH:7]=1.O.NN. The catalyst is CCO. The product is [F:34][C:2]([F:1])([F:33])[CH:3]([C:24]1[CH:25]=[C:26]([Cl:32])[C:27]([Cl:31])=[C:28]([Cl:30])[CH:29]=1)/[CH:4]=[CH:5]/[C:6]1[CH:11]=[CH:10][C:9]([NH:12][NH2:13])=[CH:8][CH:7]=1. The yield is 0.660. (4) The reactants are FC(F)(F)S(O[CH2:7][C:8]([F:11])([CH3:10])[CH3:9])(=O)=O.[NH:14]1[C:22]2[C:17](=[CH:18][CH:19]=[CH:20][CH:21]=2)[C:16]([CH2:23][C@H:24]([NH2:26])[CH3:25])=[CH:15]1.C(N(C(C)C)C(C)C)C. The catalyst is O1CCOCC1.CCOC(C)=O. The product is [NH:14]1[C:22]2[C:17](=[CH:18][CH:19]=[CH:20][CH:21]=2)[C:16]([CH2:23][C@H:24]([NH:26][CH2:7][C:8]([F:11])([CH3:10])[CH3:9])[CH3:25])=[CH:15]1. The yield is 0.910. (5) The reactants are [Br:1][C:2]1[CH:3]=[C:4]([NH:10][C:11]2[N:12]=[CH:13][N:14]([CH:16]3[CH2:21][CH2:20][N:19](C(OC(C)(C)C)=O)[CH2:18][CH2:17]3)[CH:15]=2)[C:5](=[O:9])[N:6]([CH3:8])[CH:7]=1. The catalyst is FC(F)(F)C(O)=O. The product is [Br:1][C:2]1[CH:3]=[C:4]([NH:10][C:11]2[N:12]=[CH:13][N:14]([CH:16]3[CH2:21][CH2:20][NH:19][CH2:18][CH2:17]3)[CH:15]=2)[C:5](=[O:9])[N:6]([CH3:8])[CH:7]=1. The yield is 0.880. (6) The reactants are Br[C:2]1[CH:3]=[C:4]([CH:9]=[CH:10][C:11]=1[OH:12])[C:5]([O:7][CH3:8])=[O:6].C(N(CC)CC)C.[CH:20]([O:22]CCCC)=[CH2:21].Cl. The catalyst is C(O)C.C(OCC)C.C1(P(C2C=CC=CC=2)[C-]2C=CC=C2)C=CC=CC=1.[C-]1(P(C2C=CC=CC=2)C2C=CC=CC=2)C=CC=C1.[Fe+2].C(O[Pd]OC(=O)C)(=O)C.C(Cl)Cl. The product is [C:20]([C:2]1[CH:3]=[C:4]([CH:9]=[CH:10][C:11]=1[OH:12])[C:5]([O:7][CH3:8])=[O:6])(=[O:22])[CH3:21]. The yield is 0.820. (7) The reactants are Br[C:2]1[CH:22]=[CH:21][CH:20]=[CH:19][C:3]=1[NH:4][C:5]1[CH:10]=[CH:9][C:8]([CH2:11][CH2:12][CH2:13][CH2:14][CH2:15][CH2:16][CH2:17][CH3:18])=[CH:7][CH:6]=1.C1(P(C2CCCCC2)C2C=CC=CC=2C2C=CC=CC=2N(C)C)CCCCC1.C(N(CC)CC)C.C(C1(CC)C2C=C([B:73]3[O:77][C:76]([CH3:79])([CH3:78])[C:75]([CH3:81])([CH3:80])[O:74]3)C=CC=2C2C1=CC([B:73]1[O:77][C:76]([CH3:79])([CH3:78])[C:75]([CH3:81])([CH3:80])[O:74]1)=CC=2)C. The catalyst is O1CCOCC1.CC([O-])=O.CC([O-])=O.[Pd+2].ClCCl. The product is [CH2:11]([C:8]1[CH:9]=[CH:10][C:5]([NH:4][C:3]2[CH:19]=[CH:20][CH:21]=[CH:22][C:2]=2[B:73]2[O:77][C:76]([CH3:79])([CH3:78])[C:75]([CH3:81])([CH3:80])[O:74]2)=[CH:6][CH:7]=1)[CH2:12][CH2:13][CH2:14][CH2:15][CH2:16][CH2:17][CH3:18]. The yield is 0.100.